From a dataset of Forward reaction prediction with 1.9M reactions from USPTO patents (1976-2016). Predict the product of the given reaction. (1) Given the reactants [CH2:1]([O:3][C:4]([C:6]1[NH:7][CH:8]=[C:9]2[CH:18]([C:19]3[O:20][C:21]([S:24][C:25]4[NH:29][C:28]5[C:30]([CH3:35])=[CH:31][C:32]([Cl:34])=[CH:33][C:27]=5[N:26]=4)=[CH:22][CH:23]=3)[C:17]3[C:16](=[O:36])[CH2:15][N:14](OC(C)(C)C)[CH2:13][C:12]=3[NH:11][C:10]=12)=[O:5])[CH3:2].Cl, predict the reaction product. The product is: [ClH:34].[CH2:1]([O:3][C:4]([C:6]1[NH:7][CH:8]=[C:9]2[CH:18]([C:19]3[O:20][C:21]([S:24][C:25]4[NH:29][C:28]5[C:30]([CH3:35])=[CH:31][C:32]([Cl:34])=[CH:33][C:27]=5[N:26]=4)=[CH:22][CH:23]=3)[C:17]3[C:16](=[O:36])[CH2:15][NH:14][CH2:13][C:12]=3[NH:11][C:10]=12)=[O:5])[CH3:2]. (2) Given the reactants [F:1][C:2]1[CH:3]=[C:4]2[C:8](=[CH:9][CH:10]=1)[N:7]([CH2:11][C:12]([O:14][CH3:15])=[O:13])[C:6]([CH3:16])=[C:5]2[CH2:17][C:18]1[CH:23]=[CH:22][C:21](=[O:24])[NH:20][N:19]=1.C(=O)([O-])[O-].[Cs+].[Cs+].Br.Br[CH2:33][C:34]1[CH:39]=[CH:38][N:37]=[CH:36][CH:35]=1, predict the reaction product. The product is: [F:1][C:2]1[CH:3]=[C:4]2[C:8](=[CH:9][CH:10]=1)[N:7]([CH2:11][C:12]([O:14][CH3:15])=[O:13])[C:6]([CH3:16])=[C:5]2[CH2:17][C:18]1[CH:23]=[CH:22][C:21](=[O:24])[N:20]([CH2:33][C:34]2[CH:39]=[CH:38][N:37]=[CH:36][CH:35]=2)[N:19]=1. (3) Given the reactants [CH3:1][C@@:2]1([OH:20])[C@H:6]([OH:7])[C@@H:5]([CH2:8][OH:9])[O:4][C@H:3]1[N:10]1[C:14]2[N:15]=[CH:16][N:17]=[C:18]([NH2:19])[C:13]=2[CH:12]=[CH:11]1.C1C2=C(N)N=CN=C2N([C@@H:31]2[O:35][C@H:34](CO)[C@@H:33](O)[C@H]2O)C=1, predict the reaction product. The product is: [CH3:1][C@@:2]1([OH:20])[C@H:6]([OH:7])[C@@H:5]([CH2:8][OH:9])[O:4][C@H:3]1[N:10]1[C:14]2[N:15]=[CH:16][N:17]=[C:18]([NH2:19])[C:13]=2[C:12]([CH:34]=[O:35])=[CH:11]1.[CH3:1][C@@:2]1([OH:20])[C@H:6]([OH:7])[C@@H:5]([CH2:8][OH:9])[O:4][C@H:3]1[N:10]1[C:14]2[N:15]=[CH:16][N:17]=[C:18]([NH2:19])[C:13]=2[C:12](/[CH:33]=[CH:34]\[O:35][CH3:31])=[CH:11]1. (4) Given the reactants [H-].[Na+].[CH3:3][C:4]1[CH:9]=[C:8]([CH3:10])[CH:7]=[C:6]([CH3:11])[C:5]=1[OH:12].Cl[C:14]1[N:23]=[C:22]([Cl:24])[CH:21]=[CH:20][C:15]=1[C:16]([O:18][CH3:19])=[O:17].O, predict the reaction product. The product is: [Cl:24][C:22]1[N:23]=[C:14]([O:12][C:5]2[C:6]([CH3:11])=[CH:7][C:8]([CH3:10])=[CH:9][C:4]=2[CH3:3])[C:15]([C:16]([O:18][CH3:19])=[O:17])=[CH:20][CH:21]=1. (5) Given the reactants [CH3:1][O:2][C:3]1[CH:4]=[CH:5][CH:6]=[C:7]2[C:12]=1[CH:11]=[N:10][C:9]([C:13]([OH:15])=O)=[CH:8]2.[NH:16]1[CH:20]=[CH:19][N:18]=[C:17]1[NH:21][C:22]([C:24]1[C:32]2[NH:31][C:30]([NH2:33])=[N:29][C:28]=2[CH:27]=[CH:26][CH:25]=1)=[O:23].CN(C(ON1N=NC2C=CC=CC1=2)=[N+](C)C)C.F[P-](F)(F)(F)(F)F.CCN(C(C)C)C(C)C, predict the reaction product. The product is: [NH:18]1[CH:19]=[CH:20][N:16]=[C:17]1[NH:21][C:22]([C:24]1[C:32]2[N:31]=[C:30]([NH:33][C:13]([C:9]3[N:10]=[CH:11][C:12]4[C:7]([CH:8]=3)=[CH:6][CH:5]=[CH:4][C:3]=4[O:2][CH3:1])=[O:15])[NH:29][C:28]=2[CH:27]=[CH:26][CH:25]=1)=[O:23]. (6) Given the reactants [Cl:1][C:2]1[CH:3]=[C:4]2[C:10]([C:11]3[N:16]=[C:15]([NH:17][C@H:18]4[CH2:22][CH2:21][N:20]([S:23]([CH3:26])(=[O:25])=[O:24])[CH2:19]4)[C:14]([F:27])=[CH:13][N:12]=3)=[CH:9][NH:8][C:5]2=[N:6][CH:7]=1.[CH:28]1(S(Cl)(=O)=O)C[CH2:29]1, predict the reaction product. The product is: [Cl:1][C:2]1[CH:3]=[C:4]2[C:10]([C:11]3[N:16]=[C:15]([NH:17][C@H:18]4[CH2:22][CH2:21][N:20]([S:23]([CH:26]5[CH2:29][CH2:28]5)(=[O:24])=[O:25])[CH2:19]4)[C:14]([F:27])=[CH:13][N:12]=3)=[CH:9][NH:8][C:5]2=[N:6][CH:7]=1. (7) The product is: [F:19][C:20]1[CH:21]=[CH:22][C:23]([C:26]2[S:30][C:29]([CH:31]=[C:3]3[C:2](=[O:1])[N:6]([CH:7]([CH2:11][C:12]4[CH:17]=[CH:16][CH:15]=[CH:14][CH:13]=4)[C:8]([OH:10])=[O:9])[C:5](=[S:18])[NH:4]3)=[CH:28][CH:27]=2)=[CH:24][CH:25]=1. Given the reactants [O:1]=[C:2]1[N:6]([CH:7]([CH2:11][C:12]2[CH:17]=[CH:16][CH:15]=[CH:14][CH:13]=2)[C:8]([OH:10])=[O:9])[C:5](=[S:18])[NH:4][CH2:3]1.[F:19][C:20]1[CH:25]=[CH:24][C:23]([C:26]2[S:30][C:29]([CH:31]=O)=[CH:28][CH:27]=2)=[CH:22][CH:21]=1.NCCC(O)=O.CO.C(Cl)Cl, predict the reaction product. (8) Given the reactants [CH2:1]([C:8]1[O:12][C:11]([C@H:13]([CH2:26][CH2:27][CH2:28][CH2:29][CH3:30])[CH2:14][N:15]([O:18]CC2C=CC=CC=2)[CH:16]=[O:17])=[N:10][N:9]=1)[C:2]1[CH:7]=[CH:6][CH:5]=[CH:4][CH:3]=1, predict the reaction product. The product is: [CH2:1]([C:8]1[O:12][C:11]([C@H:13]([CH2:26][CH2:27][CH2:28][CH2:29][CH3:30])[CH2:14][N:15]([OH:18])[CH:16]=[O:17])=[N:10][N:9]=1)[C:2]1[CH:7]=[CH:6][CH:5]=[CH:4][CH:3]=1. (9) Given the reactants [NH2:1][C:2]1[N:7]=[CH:6][C:5]([C:8]2[N:13]=[CH:12][C:11](B(O)O)=[CH:10][C:9]=2[F:17])=[CH:4][N:3]=1.Br[C:19]1[CH:24]=[CH:23][CH:22]=[CH:21][C:20]=1[S:25]([NH:28][CH2:29][C@H:30]([OH:32])[CH3:31])(=[O:27])=[O:26], predict the reaction product. The product is: [NH2:1][C:2]1[N:7]=[CH:6][C:5]([C:8]2[N:13]=[CH:12][C:11]([C:19]3[CH:24]=[CH:23][CH:22]=[CH:21][C:20]=3[S:25]([NH:28][CH2:29][C@H:30]([OH:32])[CH3:31])(=[O:27])=[O:26])=[CH:10][C:9]=2[F:17])=[CH:4][N:3]=1. (10) The product is: [Br:1][C:2]1[CH:3]=[C:4]2[C:9](=[CH:10][CH:11]=1)[CH2:8][C:7]1([C:23](=[O:24])[NH:21][C:16](=[O:19])[NH:20]1)[CH2:6][CH2:5]2. Given the reactants [Br:1][C:2]1[CH:3]=[C:4]2[C:9](=[CH:10][CH:11]=1)[CH2:8][C:7](=O)[CH2:6][CH2:5]2.[C-]#N.[Na+].[C:16](=[O:19])([O-])[O-].[NH4+:20].[NH4+:21].C[CH2:23][OH:24], predict the reaction product.